This data is from Reaction yield outcomes from USPTO patents with 853,638 reactions. The task is: Predict the reaction yield, written as a fraction of the theoretical maximum amount of product (1.0 means a 100% yield; for example, 0.34 means a 34% yield). (1) The product is [C:37]([O:28][C:27]([C:26]1[CH:30]=[CH:31][CH:32]=[CH:33][C:25]=1[N:16]1[C:15](=[O:34])[C:14]2([CH2:13][CH2:12][N:11]([C:9]([O:8][CH2:1][C:2]3[CH:7]=[CH:6][CH:5]=[CH:4][CH:3]=3)=[O:10])[CH2:36][CH2:35]2)[N:18]([C:19]2[CH:24]=[CH:23][CH:22]=[CH:21][CH:20]=2)[CH2:17]1)=[O:29])([CH3:40])([CH3:39])[CH3:38]. The reactants are [CH2:1]([O:8][C:9]([N:11]1[CH2:36][CH2:35][C:14]2([N:18]([C:19]3[CH:24]=[CH:23][CH:22]=[CH:21][CH:20]=3)[CH2:17][N:16]([C:25]3[CH:33]=[CH:32][CH:31]=[CH:30][C:26]=3[C:27]([OH:29])=[O:28])[C:15]2=[O:34])[CH2:13][CH2:12]1)=[O:10])[C:2]1[CH:7]=[CH:6][CH:5]=[CH:4][CH:3]=1.[C:37](OC(O[C:37]([CH3:40])([CH3:39])[CH3:38])N(C)C)([CH3:40])([CH3:39])[CH3:38]. The catalyst is C1(C)C=CC=CC=1.C(OCC)(=O)C. The yield is 0.733. (2) The reactants are C(=O)([O-])[O-].[Cs+].[Cs+].F[C:8]1[CH:15]=[CH:14][C:13]([I:16])=[CH:12][C:9]=1[CH:10]=O.Cl.Cl.[N:19]1[CH:24]=[CH:23][CH:22]=[C:21]([NH:25][NH2:26])[CH:20]=1. The catalyst is CN1CCCC1=O. The product is [I:16][C:13]1[CH:12]=[C:9]2[C:8](=[CH:15][CH:14]=1)[N:25]([C:21]1[CH:20]=[N:19][CH:24]=[CH:23][CH:22]=1)[N:26]=[CH:10]2. The yield is 0.939. (3) The reactants are C(OC([N:8]1[CH2:13][C:12]([C:14](=[O:16])[NH2:15])=[C:11]([C:17]2[CH:38]=[CH:37][C:20]3[C:21]4[N:25]([CH2:26][CH2:27][O:28][C:19]=3[CH:18]=2)[CH:24]=[C:23]([C:29]2[N:30]([CH:34]([CH3:36])[CH3:35])[N:31]=[CH:32][N:33]=2)[N:22]=4)[CH2:10][CH2:9]1)=O)(C)(C)C.C(=O)([O-])[O-].C([N+](CC=C)(CC=C)CC=C)C=C.C([N+](CC=C)(CC=C)CC=C)C=C. The catalyst is C(O)(C(F)(F)F)=O.CO.C(Cl)Cl. The product is [CH:34]([N:30]1[C:29]([C:23]2[N:22]=[C:21]3[N:25]([CH2:26][CH2:27][O:28][C:19]4[CH:18]=[C:17]([C:11]5[CH2:10][CH2:9][NH:8][CH2:13][C:12]=5[C:14]([NH2:15])=[O:16])[CH:38]=[CH:37][C:20]=43)[CH:24]=2)=[N:33][CH:32]=[N:31]1)([CH3:36])[CH3:35]. The yield is 0.820. (4) The reactants are [NH2:1][CH:2]([CH2:8][C:9]1[C:14]([NH:15][C:16]([O:18][C:19]([CH3:22])([CH3:21])[CH3:20])=[O:17])=[CH:13][CH:12]=[C:11]([C:23]2[CH:28]=[CH:27][CH:26]=[CH:25][CH:24]=2)[N:10]=1)[C:3]([O:5][CH2:6][CH3:7])=[O:4].[CH2:29]([O:36][C:37](ON1C(=O)CCC1=O)=[O:38])[C:30]1[CH:35]=[CH:34][CH:33]=[CH:32][CH:31]=1. The catalyst is CC#N. The product is [CH2:29]([O:36][C:37]([NH:1][CH:2]([CH2:8][C:9]1[C:14]([NH:15][C:16]([O:18][C:19]([CH3:22])([CH3:21])[CH3:20])=[O:17])=[CH:13][CH:12]=[C:11]([C:23]2[CH:24]=[CH:25][CH:26]=[CH:27][CH:28]=2)[N:10]=1)[C:3]([O:5][CH2:6][CH3:7])=[O:4])=[O:38])[C:30]1[CH:35]=[CH:34][CH:33]=[CH:32][CH:31]=1. The yield is 0.970.